This data is from Forward reaction prediction with 1.9M reactions from USPTO patents (1976-2016). The task is: Predict the product of the given reaction. (1) Given the reactants C(O[C:4](=[O:18])[C:5](=[N:10][NH:11][CH:12]1[CH2:17][CH2:16][CH2:15][CH2:14][CH2:13]1)[C:6]([CH3:9])([CH3:8])[CH3:7])C.CC(C)(C)[C:21](=O)[C:22]([OH:24])=[O:23].C1CCN2C(=[N:32]CCC2)CC1.BrCC.[C:42]([O-:45])(O)=O.[Na+].Cl.C1(NN)CCCCC1.Cl.[CH3:57][C:58]([O:61]C)(C)C, predict the reaction product. The product is: [CH:12]1([N:11]2[C:58](=[O:61])[C:57]([C:42]([NH:32][CH2:21][C:22]([OH:24])=[O:23])=[O:45])=[C:4]([OH:18])[C:5]([C:6]([CH3:7])([CH3:8])[CH3:9])=[N:10]2)[CH2:13][CH2:14][CH2:15][CH2:16][CH2:17]1. (2) Given the reactants [CH3:1][C:2]1[C:7]([C:8]([N:10]2[CH2:17][CH:16]3[CH:12]([CH2:13][N:14]([CH2:18][CH2:19][C:20]4([C:26]5[CH:31]=[CH:30][CH:29]=[C:28]([F:32])[CH:27]=5)[CH2:25][CH2:24][NH:23][CH2:22][CH2:21]4)[CH2:15]3)[CH2:11]2)=[O:9])=[C:6]([CH3:33])[N:5]=[CH:4][N:3]=1.[F:34][C:35]([F:43])([F:42])[C:36]1([C:39](O)=[O:40])[CH2:38][CH2:37]1.CC1(C(O)=O)CC1.CNS(C1C=CC(C(O)=O)=CC=1)(=O)=O.CN(C)S(C1C=CC(C(O)=O)=CC=1)(=O)=O.S(C1C=C(C=CC=1)C(O)=O)(=O)(=O)N.CNS(C1C=C(C=CC=1)C(O)=O)(=O)=O.CN(C)S(C1C=C(C=CC=1)C(O)=O)(=O)=O.CS(NC1C=CC(C(O)=O)=CC=1)(=O)=O.CC(C)(CO)C(O)=O, predict the reaction product. The product is: [CH3:33][C:6]1[C:7]([C:8]([N:10]2[CH2:17][CH:16]3[CH:12]([CH2:13][N:14]([CH2:18][CH2:19][C:20]4([C:26]5[CH:31]=[CH:30][CH:29]=[C:28]([F:32])[CH:27]=5)[CH2:21][CH2:22][N:23]([C:39]([C:36]5([C:35]([F:43])([F:42])[F:34])[CH2:38][CH2:37]5)=[O:40])[CH2:24][CH2:25]4)[CH2:15]3)[CH2:11]2)=[O:9])=[C:2]([CH3:1])[N:3]=[CH:4][N:5]=1. (3) Given the reactants Cl.[C:2]([N:6]1[CH2:9][C:8](CO)([N+:10]([O-:12])=[O:11])[CH2:7]1)([CH3:5])([CH3:4])[CH3:3].[OH-].[Na+].[N:17]([O-:19])=[O:18].[Na+].S(OOS([O-])(=O)=O)([O-])(=O)=O.[Na+].[Na+], predict the reaction product. The product is: [C:2]([N:6]1[CH2:7][C:8]([N+:10]([O-:12])=[O:11])([N+:17]([O-:19])=[O:18])[CH2:9]1)([CH3:3])([CH3:4])[CH3:5].